Task: Predict the reaction yield, written as a fraction of the theoretical maximum amount of product (1.0 means a 100% yield; for example, 0.34 means a 34% yield).. Dataset: Reaction yield outcomes from USPTO patents with 853,638 reactions (1) The reactants are [CH3:1][N:2]1[C:10]2[C:5](=[CH:6][C:7]([OH:12])=[CH:8][C:9]=2[CH3:11])[C:4]([CH:13]2[CH2:18][CH2:17][N:16]([CH3:19])[CH2:15][CH2:14]2)=[CH:3]1.[H-].[Na+].[F:22][C:23]1[CH:28]=[CH:27][CH:26]=[C:25]([F:29])[C:24]=1[S:30](Cl)(=[O:32])=[O:31].[OH-].[Na+]. The catalyst is C1COCC1.O. The product is [CH3:1][N:2]1[C:10]2[C:5](=[CH:6][C:7]([O:12][S:30]([C:24]3[C:25]([F:29])=[CH:26][CH:27]=[CH:28][C:23]=3[F:22])(=[O:32])=[O:31])=[CH:8][C:9]=2[CH3:11])[C:4]([CH:13]2[CH2:18][CH2:17][N:16]([CH3:19])[CH2:15][CH2:14]2)=[CH:3]1. The yield is 0.590. (2) The reactants are Br[C:2]1[C:7]([CH2:8][O:9][C:10]2[C:15]([CH:16]=[O:17])=[CH:14][C:13]([O:18][CH3:19])=[N:12][CH:11]=2)=[CH:6][CH:5]=[CH:4][N:3]=1.[CH3:20][C:21]1[CH:22]=[N:23][N:24]([CH:29]2[CH2:34][CH2:33][CH2:32][CH2:31][O:30]2)[C:25]=1B(O)O.C([O-])([O-])=O.[K+].[K+]. The catalyst is C1C=CC([P]([Pd]([P](C2C=CC=CC=2)(C2C=CC=CC=2)C2C=CC=CC=2)([P](C2C=CC=CC=2)(C2C=CC=CC=2)C2C=CC=CC=2)[P](C2C=CC=CC=2)(C2C=CC=CC=2)C2C=CC=CC=2)(C2C=CC=CC=2)C2C=CC=CC=2)=CC=1.CN(C=O)C. The product is [CH3:19][O:18][C:13]1[CH:14]=[C:15]([C:10]([O:9][CH2:8][C:7]2[C:2]([C:25]3[N:24]([CH:29]4[CH2:34][CH2:33][CH2:32][CH2:31][O:30]4)[N:23]=[CH:22][C:21]=3[CH3:20])=[N:3][CH:4]=[CH:5][CH:6]=2)=[CH:11][N:12]=1)[CH:16]=[O:17]. The yield is 0.870. (3) The reactants are [O:1]=[C:2]1[C:10]2[C:5](=[CH:6][C:7]([C:11]#[N:12])=[CH:8][CH:9]=2)[CH2:4][CH2:3]1.[BH4-].[Na+]. The catalyst is CO. The product is [OH:1][CH:2]1[C:10]2[C:5](=[CH:6][C:7]([C:11]#[N:12])=[CH:8][CH:9]=2)[CH2:4][CH2:3]1. The yield is 1.00. (4) The reactants are I[C:2]1[CH:7]=[C:6]([O:8][CH3:9])[C:5](I)=[CH:4][C:3]=1[O:11][CH3:12].[C:13]([CH:15]([CH2:22][CH2:23][CH2:24][CH2:25][CH2:26][CH2:27][CH2:28][CH3:29])[CH2:16][CH2:17][CH2:18][CH2:19][CH2:20][CH3:21])#[CH:14].O1[CH2:34][CH2:33][CH2:32][CH2:31]1. The catalyst is Cl[Pd](Cl)([P](C1C=CC=CC=1)(C1C=CC=CC=1)C1C=CC=CC=1)[P](C1C=CC=CC=1)(C1C=CC=CC=1)C1C=CC=CC=1.[Cu](I)I.C(N(CC)CC)C. The product is [CH2:16]([CH:15]([CH2:22][CH2:23][CH2:24][CH2:25][CH2:26][CH2:27][CH2:28][CH3:29])[C:13]#[C:14][C:2]1[CH:7]=[C:6]([O:8][CH3:9])[C:5]([C:31]#[C:32][CH:33]([CH2:34][CH2:17][CH2:16][CH2:15][CH2:13][CH3:14])[CH2:29][CH2:28][CH2:27][CH2:26][CH2:25][CH2:24][CH2:23][CH3:22])=[CH:4][C:3]=1[O:11][CH3:12])[CH2:17][CH2:18][CH2:19][CH2:20][CH3:21]. The yield is 0.840.